Dataset: Reaction yield outcomes from USPTO patents with 853,638 reactions. Task: Predict the reaction yield, written as a fraction of the theoretical maximum amount of product (1.0 means a 100% yield; for example, 0.34 means a 34% yield). (1) The catalyst is CCOCC.C1COCC1. The reactants are [C:1]1([Mg]Br)[CH:6]=[CH:5][CH:4]=[CH:3][CH:2]=1.[CH3:9][C:10]1[N:11]=[C:12]([NH:15][C:16]2[CH:17]=[C:18]([CH:21]=[CH:22][N:23]=2)[CH:19]=[O:20])[S:13][CH:14]=1.C(OCC)(=O)C. The yield is 0.400. The product is [CH3:9][C:10]1[N:11]=[C:12]([NH:15][C:16]2[CH:17]=[C:18]([CH:19]([C:1]3[CH:6]=[CH:5][CH:4]=[CH:3][CH:2]=3)[OH:20])[CH:21]=[CH:22][N:23]=2)[S:13][CH:14]=1. (2) The reactants are [CH3:1][O:2][C:3]1[CH:4]=[C:5]([CH:34]=[CH:35][CH:36]=1)[CH2:6][NH:7][C:8]([C:10]1[CH:14]=[C:13]([C:15]2[C:23]3[C:18](=[N:19][CH:20]=[CH:21][CH:22]=3)[N:17](S(C3C=CC(C)=CC=3)(=O)=O)[CH:16]=2)[S:12][CH:11]=1)=[O:9].O[Li].O. The catalyst is C1COCC1.O.CCOC(C)=O. The product is [CH3:1][O:2][C:3]1[CH:4]=[C:5]([CH:34]=[CH:35][CH:36]=1)[CH2:6][NH:7][C:8]([C:10]1[CH:14]=[C:13]([C:15]2[C:23]3[C:18](=[N:19][CH:20]=[CH:21][CH:22]=3)[NH:17][CH:16]=2)[S:12][CH:11]=1)=[O:9]. The yield is 0.590.